From a dataset of Full USPTO retrosynthesis dataset with 1.9M reactions from patents (1976-2016). Predict the reactants needed to synthesize the given product. (1) Given the product [Cl:21][C:20]1[C:15]([N:12]2[C:13]([CH3:14])=[C:9]([C:7]([OH:8])=[O:6])[CH:10]=[N:11]2)=[N:16][CH:17]=[C:18]([CH3:22])[CH:19]=1, predict the reactants needed to synthesize it. The reactants are: O.[OH-].[Na+].C([O:6][C:7]([C:9]1[CH:10]=[N:11][N:12]([C:15]2[C:20]([Cl:21])=[CH:19][C:18]([CH3:22])=[CH:17][N:16]=2)[C:13]=1[CH3:14])=[O:8])C.Cl. (2) Given the product [OH:2][CH2:3][C:5]1[CH:6]=[CH:7][C:8]2[CH2:14][CH2:13][CH2:12][CH:11]([N:15]([C:34]([O:36][C:37]([CH3:38])([CH3:40])[CH3:39])=[O:35])[CH2:16][C@H:17]([O:26][Si:27]([CH2:28][CH3:29])([CH2:32][CH3:33])[CH2:30][CH3:31])[CH2:18][O:19][C:20]3[CH:25]=[CH:24][CH:23]=[CH:22][CH:21]=3)[CH2:10][C:9]=2[CH:41]=1, predict the reactants needed to synthesize it. The reactants are: C[O:2][C:3]([C:5]1[CH:6]=[CH:7][C:8]2[CH2:14][CH2:13][CH2:12][CH:11]([N:15]([C:34]([O:36][C:37]([CH3:40])([CH3:39])[CH3:38])=[O:35])[CH2:16][C@H:17]([O:26][Si:27]([CH2:32][CH3:33])([CH2:30][CH3:31])[CH2:28][CH3:29])[CH2:18][O:19][C:20]3[CH:25]=[CH:24][CH:23]=[CH:22][CH:21]=3)[CH2:10][C:9]=2[CH:41]=1)=O.[H-].C([Al+]CC(C)C)C(C)C.C(=O)(O)[O-].[Na+]. (3) Given the product [CH3:22][O:23][C:24]1[C:25](=[O:48])[C:26]([CH3:47])=[C:27]([CH2:33][C:34]2[CH:35]=[CH:36][C:37]([OH:43])=[C:38]([CH:42]=2)[C:39]([NH:5][C@H:6]([C:7]2[CH:12]=[CH:11][CH:4]=[CH:9][CH:8]=2)[CH3:49])=[O:40])[C:28](=[O:32])[C:29]=1[O:30][CH3:31], predict the reactants needed to synthesize it. The reactants are: CN([C:4]1[CH:9]=[CH:8][CH:7]=[CH:6][N:5]=1)C.Cl.[CH2:11](N=C=NCCCN(C)C)[CH3:12].[CH3:22][O:23][C:24]1[C:25](=[O:48])[C:26]([CH3:47])=[C:27]([CH2:33][C:34]2[CH:35]=[CH:36][C:37]([O:43]C(=O)C)=[C:38]([CH:42]=2)[C:39](O)=[O:40])[C:28](=[O:32])[C:29]=1[O:30][CH3:31].[CH2:49](Cl)Cl.